Predict the reactants needed to synthesize the given product. From a dataset of Full USPTO retrosynthesis dataset with 1.9M reactions from patents (1976-2016). Given the product [ClH:36].[CH3:35][N:2]([CH3:1])[C:3]([C:5]1[C:14]2[C:9](=[CH:10][CH:11]=[CH:12][CH:13]=2)[N:8]=[C:7]([NH:15][C@H:16]2[CH2:20][CH2:19][N:18]([C:21](=[O:34])[CH2:22][C:23]3[CH:24]=[CH:25][C:26]([O:29][C:30]([F:33])([F:32])[F:31])=[CH:27][CH:28]=3)[CH2:17]2)[CH:6]=1)=[O:4], predict the reactants needed to synthesize it. The reactants are: [CH3:1][N:2]([CH3:35])[C:3]([C:5]1[C:14]2[C:9](=[CH:10][CH:11]=[CH:12][CH:13]=2)[N:8]=[C:7]([NH:15][C@H:16]2[CH2:20][CH2:19][N:18]([C:21](=[O:34])[CH2:22][C:23]3[CH:28]=[CH:27][C:26]([O:29][C:30]([F:33])([F:32])[F:31])=[CH:25][CH:24]=3)[CH2:17]2)[CH:6]=1)=[O:4].[ClH:36].